From a dataset of Reaction yield outcomes from USPTO patents with 853,638 reactions. Predict the reaction yield, written as a fraction of the theoretical maximum amount of product (1.0 means a 100% yield; for example, 0.34 means a 34% yield). (1) The yield is 0.710. The product is [Cl:8][C:6]1[CH:5]=[C:4]([S:9]([NH:12][C:13]2[CH:21]=[CH:20][C:16]([C:17]([O:19][CH:26]([CH2:27][O:28][CH3:29])[CH2:25][O:24][CH3:23])=[O:18])=[C:15]([OH:22])[CH:14]=2)(=[O:10])=[O:11])[CH:3]=[C:2]([Cl:1])[CH:7]=1. The reactants are [Cl:1][C:2]1[CH:3]=[C:4]([S:9]([NH:12][C:13]2[CH:21]=[CH:20][C:16]([C:17]([OH:19])=[O:18])=[C:15]([OH:22])[CH:14]=2)(=[O:11])=[O:10])[CH:5]=[C:6]([Cl:8])[CH:7]=1.[CH3:23][O:24][CH2:25][CH:26](O)[CH2:27][O:28][CH3:29]. No catalyst specified. (2) The reactants are [I:1][CH3:2].[CH3:3][Si:4]([CH3:33])([CH3:32])/[CH:5]=[CH:6]/[C:7]1[C:8](=[O:31])[NH:9][C:10](=[O:30])[N:11]([CH:29]=1)[C@@H:12]1[O:27][C@H:24]([CH2:25][OH:26])[C@@H:14]([O:15][C:16]([C:18]2[CH:19]=[N:20][CH:21]=[CH:22][CH:23]=2)=[O:17])[C@H:13]1[F:28]. The catalyst is CC(C)=O. The product is [I-:1].[CH3:33][Si:4]([CH3:32])([CH3:3])/[CH:5]=[CH:6]/[C:7]1[C:8](=[O:31])[NH:9][C:10](=[O:30])[N:11]([CH:29]=1)[C@@H:12]1[O:27][C@H:24]([CH2:25][OH:26])[C@@H:14]([O:15][C:16]([C:18]2[CH:19]=[N+:20]([CH3:2])[CH:21]=[CH:22][CH:23]=2)=[O:17])[C@H:13]1[F:28]. The yield is 0.900. (3) The reactants are [F:1][C:2]1[CH:10]=[CH:9][CH:8]=[C:7]([F:11])[C:3]=1[C:4](Cl)=[O:5].[CH3:12][O:13][C:14]1[CH:22]=[C:21]2[C:17]([CH2:18][CH2:19][CH2:20]2)=[CH:16][C:15]=1[C:23]1[N:24]=[CH:25][C:26]([NH2:29])=[N:27][CH:28]=1.CCN(C(C)C)C(C)C. The catalyst is ClCCl.O1CCCC1.CO.[OH-].[Na+]. The product is [F:1][C:2]1[CH:10]=[CH:9][CH:8]=[C:7]([F:11])[C:3]=1[C:4]([NH:29][C:26]1[CH:25]=[N:24][C:23]([C:15]2[CH:16]=[C:17]3[C:21](=[CH:22][C:14]=2[O:13][CH3:12])[CH2:20][CH2:19][CH2:18]3)=[CH:28][N:27]=1)=[O:5]. The yield is 0.300. (4) The reactants are [Br:1][C:2]1[CH:16]=[C:15]([CH:17]=O)[CH:14]=[CH:13][C:3]=1[O:4][CH2:5][C:6]([O:8][C:9]([CH3:12])([CH3:11])[CH3:10])=[O:7].CO.[CH3:21][NH2:22]. No catalyst specified. The product is [Br:1][C:2]1[CH:16]=[C:15]([CH2:17][NH:22][CH3:21])[CH:14]=[CH:13][C:3]=1[O:4][CH2:5][C:6]([O:8][C:9]([CH3:12])([CH3:11])[CH3:10])=[O:7]. The yield is 0.580. (5) The reactants are [NH2:1][C:2]1[C:7]([Cl:8])=[CH:6][C:5]([C:9]([OH:18])([C:14]([F:17])([F:16])[F:15])[C:10]([F:13])([F:12])[F:11])=[CH:4][C:3]=1[Br:19].[C:20](O)(=[O:27])[C:21]1[CH:26]=[CH:25][CH:24]=[CH:23][CH:22]=1.N1C=CC=CC=1.O=C1N([ClH]P([ClH]N2CCOC2=O)=O)CCO1. The catalyst is ClCCl. The product is [NH2:1][C:2]1[C:7]([Cl:8])=[CH:6][C:5]([C:9]([O:18][C:20](=[O:27])[C:21]2[CH:26]=[CH:25][CH:24]=[CH:23][CH:22]=2)([C:10]([F:11])([F:12])[F:13])[C:14]([F:17])([F:15])[F:16])=[CH:4][C:3]=1[Br:19]. The yield is 0.420.